Predict the product of the given reaction. From a dataset of Forward reaction prediction with 1.9M reactions from USPTO patents (1976-2016). (1) Given the reactants Cl[C:2]1[N:7]=[C:6]([C:8]2[N:12]3[CH:13]=[CH:14][CH:15]=[CH:16][C:11]3=[N:10][C:9]=2[C:17]2[CH:18]=[CH:19][C:20]([O:34][CH3:35])=[C:21]([CH:33]=2)[C:22]([NH:24][C:25]2[C:30]([F:31])=[CH:29][CH:28]=[CH:27][C:26]=2[F:32])=[O:23])[CH:5]=[CH:4][N:3]=1.[CH3:36][CH2:37][O:38][C:39]1[CH:45]=[C:44]([CH:46]2[CH2:51][CH2:50][N:49]([CH2:52][CH2:53][CH3:54])[CH2:48][CH2:47]2)[CH:43]=[CH:42][C:40]=1[NH2:41].C1(C)C=CC(S(O)(=O)=O)=CC=1.C[O-].[Na+], predict the reaction product. The product is: [F:32][C:26]1[CH:27]=[CH:28][CH:29]=[C:30]([F:31])[C:25]=1[NH:24][C:22](=[O:23])[C:21]1[CH:33]=[C:17]([C:9]2[N:10]=[C:11]3[CH:16]=[CH:15][CH:14]=[CH:13][N:12]3[C:8]=2[C:6]2[CH:5]=[CH:4][N:3]=[C:2]([NH:41][C:40]3[CH:42]=[CH:43][C:44]([CH:46]4[CH2:47][CH2:48][N:49]([CH2:52][CH2:53][CH3:54])[CH2:50][CH2:51]4)=[CH:45][C:39]=3[O:38][CH2:37][CH3:36])[N:7]=2)[CH:18]=[CH:19][C:20]=1[O:34][CH3:35]. (2) The product is: [CH:1]1([C:7]2([CH3:14])[C:11](=[O:12])[N:10]([CH2:16][C:17](=[O:18])[C:19]3[NH:20][CH:21]=[CH:22][CH:23]=3)[N:9]=[C:8]2[CH3:13])[CH2:2][CH2:3][CH2:4][CH2:5][CH2:6]1. Given the reactants [CH:1]1([C:7]2([CH3:14])[C:11](=[O:12])[NH:10][N:9]=[C:8]2[CH3:13])[CH2:6][CH2:5][CH2:4][CH2:3][CH2:2]1.Cl[CH2:16][C:17]([C:19]1[NH:20][CH:21]=[CH:22][CH:23]=1)=[O:18], predict the reaction product. (3) Given the reactants ClC1C=C(S)C=CC=1.Cl[C:10]1[CH:11]=[C:12]([S:16]([C:19]2[CH:20]=[C:21]3[C:26](=[CH:27][CH:28]=2)[C:25](=[O:29])[CH2:24][CH2:23][CH2:22]3)(=[O:18])=[O:17])[CH:13]=[CH:14][CH:15]=1, predict the reaction product. The product is: [C:12]1([S:16]([C:19]2[CH:20]=[C:21]3[C:26](=[CH:27][CH:28]=2)[C:25](=[O:29])[CH2:24][CH2:23][CH2:22]3)(=[O:18])=[O:17])[CH:11]=[CH:10][CH:15]=[CH:14][CH:13]=1. (4) Given the reactants [Cl:1][C:2]1[CH:7]=[C:6]([CH2:8]O)[CH:5]=[C:4]([NH:10][CH2:11][C:12]2[CH:17]=[CH:16][C:15]([O:18][CH3:19])=[CH:14][CH:13]=2)[N:3]=1.C(N(CC)CC)C.CS(Cl)(=O)=O.[Cl:32][C:33]1[CH:34]=[C:35]([CH:49]=[C:50]([CH3:52])[CH:51]=1)[C:36]([C:38]1[NH:43][C:42](=[O:44])[NH:41][C:40](=[O:45])[C:39]=1[CH:46]([CH3:48])[CH3:47])=[O:37].C(=O)([O-])[O-].[K+].[K+].[I-].[Li+], predict the reaction product. The product is: [Cl:1][C:2]1[CH:7]=[C:6]([CH2:8][N:43]2[C:38]([C:36](=[O:37])[C:35]3[CH:49]=[C:50]([CH3:52])[CH:51]=[C:33]([Cl:32])[CH:34]=3)=[C:39]([CH:46]([CH3:47])[CH3:48])[C:40](=[O:45])[NH:41][C:42]2=[O:44])[CH:5]=[C:4]([NH:10][CH2:11][C:12]2[CH:17]=[CH:16][C:15]([O:18][CH3:19])=[CH:14][CH:13]=2)[N:3]=1. (5) Given the reactants Br[CH2:2][CH2:3][NH:4][S:5]([C:8]1[CH:13]=[CH:12][C:11]([C:14]#[N:15])=[CH:10][CH:9]=1)(=[O:7])=[O:6].[C:16]([O:20][C:21]([N:23]1[CH2:30][CH:29]2[O:31][CH:25]([CH2:26][NH:27][CH2:28]2)[CH2:24]1)=[O:22])([CH3:19])([CH3:18])[CH3:17].C(=O)([O-])[O-].[K+].[K+], predict the reaction product. The product is: [C:16]([O:20][C:21]([N:23]1[CH2:24][CH:25]2[O:31][CH:29]([CH2:28][N:27]([CH2:2][CH2:3][NH:4][S:5]([C:8]3[CH:13]=[CH:12][C:11]([C:14]#[N:15])=[CH:10][CH:9]=3)(=[O:7])=[O:6])[CH2:26]2)[CH2:30]1)=[O:22])([CH3:19])([CH3:17])[CH3:18].